From a dataset of Forward reaction prediction with 1.9M reactions from USPTO patents (1976-2016). Predict the product of the given reaction. (1) Given the reactants [CH2:1]([C:11]1[CH:20]=[CH:19][C:18]2[C:13](=[CH:14][CH:15]=[C:16]([O:21][CH3:22])[CH:17]=2)[CH:12]=1)[CH2:2][CH2:3][CH2:4][CH2:5][CH2:6][CH2:7][CH2:8][CH2:9][CH3:10].[CH2:23]([Li])[CH2:24][CH2:25][CH3:26].[Cu](C#N)C#N.C[C:34]1[C:39](=O)[C:38]([CH3:41])=[C:37]([CH3:42])[C:36](=O)[C:35]=1[CH3:44].Cl, predict the reaction product. The product is: [CH2:44]([C:35]1[CH:36]=[C:37]2[C:38]([CH:41]=[C:16]([O:21][CH3:22])[C:15]([C:15]3[C:16]([O:21][CH3:22])=[CH:17][C:18]4[C:13](=[CH:12][C:11]([CH2:1][CH2:2][CH2:3][CH2:4][CH2:5][CH2:6][CH2:7][CH2:8][CH2:9][CH3:10])=[CH:20][CH:19]=4)[CH:14]=3)=[CH:42]2)=[CH:39][CH:34]=1)[CH2:26][CH2:25][CH2:24][CH2:23][CH2:3][CH2:2][CH2:1][CH2:11][CH3:12]. (2) Given the reactants [CH2:1]([O:3][C:4](=[O:14])[CH2:5][CH2:6][NH:7][CH2:8][C:9]([O:11][CH2:12][CH3:13])=[O:10])[CH3:2].Cl[C:16]([O:18][CH2:19][C:20]1[CH:25]=[CH:24][CH:23]=[CH:22][CH:21]=1)=[O:17].O, predict the reaction product. The product is: [CH2:1]([O:3][C:4](=[O:14])[CH2:5][CH2:6][N:7]([C:16]([O:18][CH2:19][C:20]1[CH:25]=[CH:24][CH:23]=[CH:22][CH:21]=1)=[O:17])[CH2:8][C:9]([O:11][CH2:12][CH3:13])=[O:10])[CH3:2]. (3) Given the reactants [Cl:1][C:2]1[CH:10]=[CH:9][CH:8]=[C:7]([F:11])[C:3]=1[C:4]([OH:6])=O.[F:12][C:13]([F:29])([F:28])[C:14]1[N:19]=[CH:18][C:17]([C:20]2([CH2:26][NH2:27])[CH2:25][CH2:24][O:23][CH2:22][CH2:21]2)=[CH:16][N:15]=1, predict the reaction product. The product is: [Cl:1][C:2]1[CH:10]=[CH:9][CH:8]=[C:7]([F:11])[C:3]=1[C:4]([NH:27][CH2:26][C:20]1([C:17]2[CH:18]=[N:19][C:14]([C:13]([F:29])([F:28])[F:12])=[N:15][CH:16]=2)[CH2:25][CH2:24][O:23][CH2:22][CH2:21]1)=[O:6]. (4) Given the reactants [CH3:1][O:2][C:3]1[CH:8]=[C:7](B2OC(C)(C)C(C)(C)O2)[CH:6]=[CH:5][C:4]=1[CH2:18][C:19]([OH:21])=[O:20].Cl[C:23]1[CH2:27][C@H:26]([CH:28]2[CH2:32][CH2:31][CH2:30][CH2:29]2)[N:25]([C:33]2[CH:40]=[CH:39][C:36]([C:37]#[N:38])=[C:35]([CH3:41])[N:34]=2)[N:24]=1.C(=O)([O-])[O-].[Na+].[Na+].Cl.[OH-].[Na+], predict the reaction product. The product is: [C:37]([C:36]1[CH:39]=[CH:40][C:33]([N:25]2[C@@H:26]([CH:28]3[CH2:32][CH2:31][CH2:30][CH2:29]3)[CH2:27][C:23]([C:7]3[CH:6]=[CH:5][C:4]([CH2:18][C:19]([OH:21])=[O:20])=[C:3]([O:2][CH3:1])[CH:8]=3)=[N:24]2)=[N:34][C:35]=1[CH3:41])#[N:38].